This data is from Reaction yield outcomes from USPTO patents with 853,638 reactions. The task is: Predict the reaction yield, written as a fraction of the theoretical maximum amount of product (1.0 means a 100% yield; for example, 0.34 means a 34% yield). The reactants are CS(C)=O.[H-].[Na+].[CH3:7][O:8][CH2:9][CH2:10][O:11][CH2:12][CH2:13][OH:14].F[C:16]1[CH:25]=[C:24]2[C:19]([C:20](=[O:26])[NH:21][CH:22]=[N:23]2)=[CH:18][CH:17]=1. The catalyst is C(OCC)(=O)C.C(OCC)C. The product is [CH3:7][O:8][CH2:9][CH2:10][O:11][CH2:12][CH2:13][O:14][C:16]1[CH:25]=[C:24]2[C:19]([C:20](=[O:26])[NH:21][CH:22]=[N:23]2)=[CH:18][CH:17]=1. The yield is 0.500.